From a dataset of Reaction yield outcomes from USPTO patents with 853,638 reactions. Predict the reaction yield, written as a fraction of the theoretical maximum amount of product (1.0 means a 100% yield; for example, 0.34 means a 34% yield). The reactants are Cl[C:2]1[N:3]=[CH:4][C:5]2[N:6]([CH3:21])[C:7](=[O:20])[C:8]3([CH2:19][CH2:18]3)[CH2:9][N:10]([CH:13]3[CH2:17][CH2:16][CH2:15][CH2:14]3)[C:11]=2[N:12]=1.O.C1(C)C=CC(S(O)(=O)=O)=CC=1.[NH2:34][C:35]1[CH:53]=[CH:52][C:38]([C:39]([NH:41][CH2:42][C:43]([CH3:51])([CH3:50])[CH2:44][N:45]2[CH2:49][CH2:48][CH2:47][CH2:46]2)=[O:40])=[CH:37][C:36]=1[O:54][CH3:55].CC(C)CC(O)C. The catalyst is CO. The product is [CH:13]1([N:10]2[CH2:9][C:8]3([CH2:19][CH2:18]3)[C:7](=[O:20])[N:6]([CH3:21])[C:5]3[CH:4]=[N:3][C:2]([NH:34][C:35]4[CH:53]=[CH:52][C:38]([C:39]([NH:41][CH2:42][C:43]([CH3:50])([CH3:51])[CH2:44][N:45]5[CH2:49][CH2:48][CH2:47][CH2:46]5)=[O:40])=[CH:37][C:36]=4[O:54][CH3:55])=[N:12][C:11]2=3)[CH2:17][CH2:16][CH2:15][CH2:14]1. The yield is 0.180.